This data is from Full USPTO retrosynthesis dataset with 1.9M reactions from patents (1976-2016). The task is: Predict the reactants needed to synthesize the given product. (1) The reactants are: Br[C:2]1[CH:3]=[C:4]2[C:10]([C:11]3[CH:16]=[CH:15][C:14]([OH:17])=[CH:13][CH:12]=3)=[C:9]([C:18]3[CH:23]=[CH:22][CH:21]=[CH:20][CH:19]=3)[NH:8][C:5]2=[N:6][CH:7]=1.[CH3:24][N:25](C)C=O. Given the product [OH:17][C:14]1[CH:15]=[CH:16][C:11]([C:10]2[C:4]3[C:5](=[N:6][CH:7]=[C:2]([C:24]#[N:25])[CH:3]=3)[NH:8][C:9]=2[C:18]2[CH:23]=[CH:22][CH:21]=[CH:20][CH:19]=2)=[CH:12][CH:13]=1, predict the reactants needed to synthesize it. (2) Given the product [C:18]([N:13]1[C:12]([C:32]2[CH:33]=[CH:34][O:30][CH:31]=2)=[C:11]2[C:15]([CH2:16][CH2:17][NH:8][CH2:9][CH2:10]2)=[N:14]1)([CH3:19])([CH3:20])[CH3:21], predict the reactants needed to synthesize it. The reactants are: C(OC([N:8]1[CH2:17][CH2:16][C:15]2[C:11](=[C:12](OS(C(F)(F)F)(=O)=O)[N:13]([C:18]([CH3:21])([CH3:20])[CH3:19])[N:14]=2)[CH2:10][CH2:9]1)=O)(C)(C)C.[O:30]1[CH:34]=[CH:33][C:32](B(O)O)=[CH:31]1. (3) Given the product [C:8]([C:5]1[N:6]=[CH:7][C:2]([C:19]2[CH:24]=[N:23][C:22]([C:25]#[N:26])=[CH:21][CH:20]=2)=[CH:3][CH:4]=1)(=[O:10])[CH3:9], predict the reactants needed to synthesize it. The reactants are: Br[C:2]1[CH:3]=[CH:4][C:5]([C:8](=[O:10])[CH3:9])=[N:6][CH:7]=1.CC1(C)C(C)(C)OB([C:19]2[CH:20]=[CH:21][C:22]([C:25]#[N:26])=[N:23][CH:24]=2)O1.C([O-])([O-])=O.[Na+].[Na+]. (4) Given the product [C:14]([O:17][C:21]([N:6]1[CH:7]=[CH:8][C:3](=[O:2])[CH2:4][CH:5]1[CH2:9][CH3:10])=[O:22])([CH3:16])([CH3:15])[CH3:13], predict the reactants needed to synthesize it. The reactants are: C[O:2][C:3]1[CH:8]=[CH:7][N:6]=[CH:5][CH:4]=1.[CH3:9][CH2:10][Mg+].[Br-].[CH3:13][C:14]([O-:17])([CH3:16])[CH3:15].[K+].C1C[O:22][CH2:21]C1. (5) Given the product [O:15]=[C:11]1[CH:10]=[C:9]([C:6]2[CH:5]=[CH:4][C:3]([C:2]([F:1])([F:16])[F:17])=[CH:8][CH:7]=2)[CH:14]=[CH:13][N:12]1[C:19]1[CH:24]=[CH:23][C:22]2[C:25]3[CH2:26][N:27]([C:33]([O:35][C:36]([CH3:39])([CH3:38])[CH3:37])=[O:34])[CH2:28][CH2:29][CH2:30][C:31]=3[O:32][C:21]=2[CH:20]=1, predict the reactants needed to synthesize it. The reactants are: [F:1][C:2]([F:17])([F:16])[C:3]1[CH:8]=[CH:7][C:6]([C:9]2[CH:14]=[CH:13][NH:12][C:11](=[O:15])[CH:10]=2)=[CH:5][CH:4]=1.Br[C:19]1[CH:24]=[CH:23][C:22]2[C:25]3[CH2:26][N:27]([C:33]([O:35][C:36]([CH3:39])([CH3:38])[CH3:37])=[O:34])[CH2:28][CH2:29][CH2:30][C:31]=3[O:32][C:21]=2[CH:20]=1.C([O-])([O-])=O.[Cs+].[Cs+].CN[C@@H]1CCCC[C@H]1NC. (6) The reactants are: C([O:3][P:4]([CH2:9][O:10][C:11]1[CH:23]=[CH:22][C:21]2[C:20]3[C:15](=[CH:16][CH:17]=[CH:18][CH:19]=3)[NH:14][C:13]=2[CH:12]=1)(=[O:8])[O:5]CC)C.C[Si](I)(C)C.CO. Given the product [CH:12]1[C:13]2[NH:14][C:15]3[C:20](=[CH:19][CH:18]=[CH:17][CH:16]=3)[C:21]=2[CH:22]=[CH:23][C:11]=1[O:10][CH2:9][P:4](=[O:3])([OH:8])[OH:5], predict the reactants needed to synthesize it. (7) Given the product [C:3]([OH:35])(=[O:2])[CH3:4].[CH3:31][C:25]1[CH:24]=[CH:23][C:22]2[C:27](=[CH:28][CH:29]=[CH:30][C:21]=2[N:18]2[CH2:17][CH2:16][N:15]([CH2:14][CH2:13][CH2:12][C:9]3[CH:10]=[CH:11][C:6]4[O:5][CH2:4][C:3](=[O:35])[NH:32][C:7]=4[CH:8]=3)[CH2:20][CH2:19]2)[N:26]=1, predict the reactants needed to synthesize it. The reactants are: C[O:2][C:3](=[O:35])[CH2:4][O:5][C:6]1[CH:11]=[CH:10][C:9]([CH2:12][CH2:13][CH2:14][N:15]2[CH2:20][CH2:19][N:18]([C:21]3[CH:30]=[CH:29][CH:28]=[C:27]4[C:22]=3[CH:23]=[CH:24][C:25]([CH3:31])=[N:26]4)[CH2:17][CH2:16]2)=[CH:8][C:7]=1[N+:32]([O-])=O.